From a dataset of CYP2C9 inhibition data for predicting drug metabolism from PubChem BioAssay. Regression/Classification. Given a drug SMILES string, predict its absorption, distribution, metabolism, or excretion properties. Task type varies by dataset: regression for continuous measurements (e.g., permeability, clearance, half-life) or binary classification for categorical outcomes (e.g., BBB penetration, CYP inhibition). Dataset: cyp2c9_veith. (1) The compound is Cc1ccc(C2(c3ccc(C)c(O)c3C)CCN(C)CC2)c(C)c1O. The result is 0 (non-inhibitor). (2) The molecule is O=C(NCc1ccccc1Cl)c1ccc2c(=O)n(CCCN3CCCC3=O)c(=S)[nH]c2c1. The result is 1 (inhibitor). (3) The drug is CCOC(=O)C1=C(NC(=S)NC(=O)c2ccccc2)c2ccccc2CC1(C)C. The result is 1 (inhibitor). (4) The drug is CS(=O)(=O)N1CCC2(CCCN(C(=O)Nc3cccc(F)c3)C2)CC1. The result is 0 (non-inhibitor). (5) The molecule is N[C@@H](Cn1cc(I)c(=O)n(Cc2ccc(C(=O)O)cc2)c1=O)C(=O)O. The result is 0 (non-inhibitor). (6) The molecule is COCCNC(=O)c1onc(CSc2cccc(Cl)c2)c1C(=O)O. The result is 1 (inhibitor). (7) The drug is CO/N=C(\C)CCN1CCc2nc(-c3ccccc3)c(-c3ccccc3)cc2C1. The result is 0 (non-inhibitor).